This data is from Forward reaction prediction with 1.9M reactions from USPTO patents (1976-2016). The task is: Predict the product of the given reaction. (1) The product is: [CH3:1][O:2][C:3]([CH:5]1[CH2:6][CH2:7][CH:8]([CH2:11][C:12]2[CH:17]=[CH:16][CH:15]=[CH:14][C:13]=2[F:18])[CH2:9][CH2:10]1)=[O:4]. Given the reactants [CH3:1][O:2][C:3]([CH:5]1[CH2:10][CH2:9][CH:8]([C:11](=O)[C:12]2[CH:17]=[CH:16][CH:15]=[CH:14][C:13]=2[F:18])[CH2:7][CH2:6]1)=[O:4].FC(F)(F)C(O)=O.C([SiH](CC)CC)C, predict the reaction product. (2) Given the reactants [CH3:1][C:2]1[C:6]([S:7](Cl)(=[O:9])=[O:8])=[C:5]([CH3:11])[O:4][N:3]=1.[NH3:12].CO, predict the reaction product. The product is: [CH3:1][C:2]1[C:6]([S:7]([NH2:12])(=[O:9])=[O:8])=[C:5]([CH3:11])[O:4][N:3]=1. (3) Given the reactants [Cl-].[Al+3].[Cl-].[Cl-].[C:5]1(=[O:15])[O:10][C:8](=[O:9])[C:7]2=[CH:11][CH:12]=[CH:13][CH:14]=[C:6]12.[Br:16][C:17]1[CH:23]=[CH:22][C:20]([OH:21])=[CH:19][C:18]=1[OH:24].C(O)(=O)C1C(=CC=CC=1)C(O)=O, predict the reaction product. The product is: [Br:16][C:17]1[C:18]([OH:24])=[CH:19][C:20]([OH:21])=[C:22]([CH:23]=1)[C:8]([C:7]1[CH:11]=[CH:12][CH:13]=[CH:14][C:6]=1[C:5]([OH:10])=[O:15])=[O:9].